From a dataset of Reaction yield outcomes from USPTO patents with 853,638 reactions. Predict the reaction yield, written as a fraction of the theoretical maximum amount of product (1.0 means a 100% yield; for example, 0.34 means a 34% yield). (1) The reactants are [H-].[Na+].[F:3][C:4]([F:12])([F:11])[C:5]1([OH:10])[CH2:9][CH2:8][O:7][CH2:6]1.[C:13](=O)([O:21]C1C=CC=CN=1)[O:14][C:15]1[CH:20]=[CH:19][CH:18]=[CH:17][N:16]=1. The catalyst is C1COCC1.CCOC(C)=O. The product is [C:13](=[O:21])([O:10][C:5]1([C:4]([F:12])([F:11])[F:3])[CH2:9][CH2:8][O:7][CH2:6]1)[O:14][C:15]1[CH:20]=[CH:19][CH:18]=[CH:17][N:16]=1. The yield is 0.239. (2) The reactants are C(OC(=O)[NH:7][C:8]1[S:12][C:11]([CH3:13])=[N:10][C:9]=1[C:14]1[CH:19]=[CH:18][CH:17]=[CH:16][C:15]=1[CH3:20])(C)(C)C.FC(F)(F)C(O)=O. The catalyst is ClCCl. The product is [CH3:13][C:11]1[S:12][C:8]([NH2:7])=[C:9]([C:14]2[CH:19]=[CH:18][CH:17]=[CH:16][C:15]=2[CH3:20])[N:10]=1. The yield is 0.270. (3) The reactants are [N:1]1([C:7]2[CH:12]=[CH:11][C:10]([NH:13][C:14]([C:16]3[CH:25]=[C:24]([O:26]COCC[Si](C)(C)C)[C:23]4[C:18](=[C:19]([N:37]5[CH2:43][CH2:42][CH2:41][N:40]([CH3:44])[CH2:39][CH2:38]5)[CH:20]=[C:21]([O:35][CH3:36])[CH:22]=4)[N:17]=3)=[O:15])=[CH:9][CH:8]=2)[CH2:6][CH2:5][O:4][CH2:3][CH2:2]1.Cl.[OH-].[Na+]. The catalyst is CO. The product is [N:1]1([C:7]2[CH:8]=[CH:9][C:10]([NH:13][C:14]([C:16]3[NH:17][C:18]4[C:23]([C:24](=[O:26])[CH:25]=3)=[CH:22][C:21]([O:35][CH3:36])=[CH:20][C:19]=4[N:37]3[CH2:43][CH2:42][CH2:41][N:40]([CH3:44])[CH2:39][CH2:38]3)=[O:15])=[CH:11][CH:12]=2)[CH2:6][CH2:5][O:4][CH2:3][CH2:2]1. The yield is 0.800. (4) The reactants are [NH:1]1[CH:5]=[CH:4]N=C1.[C:6]([Si](C)(C)Cl)([CH3:9])(C)[CH3:7].CO.[C:16]([OH:28])(=[O:27])[CH2:17][C:18](CC(O)=O)([C:20]([OH:22])=[O:21])O. The catalyst is CN(C)C=O. The product is [NH2:1][C@H:5]([C:20]([OH:22])=[O:21])[CH2:4][CH:6]([CH3:9])[CH3:7].[NH2:1][C@H:17]([C:16]([OH:28])=[O:27])[CH3:18]. The yield is 0.900. (5) The reactants are [C:1]([N:4]1[CH2:9][CH2:8][CH:7]([N:10](C(OC(C)(C)C)=O)[NH:11]C(OC(C)(C)C)=O)[CH2:6][CH2:5]1)(=[O:3])[CH3:2].[ClH:26]. The catalyst is CO.O1CCOCC1. The product is [ClH:26].[C:1]([N:4]1[CH2:5][CH2:6][CH:7]([NH:10][NH2:11])[CH2:8][CH2:9]1)(=[O:3])[CH3:2]. The yield is 0.770.